This data is from Forward reaction prediction with 1.9M reactions from USPTO patents (1976-2016). The task is: Predict the product of the given reaction. (1) Given the reactants [CH3:1][O:2][C:3](=[O:12])[C:4]1[CH:9]=[CH:8][CH:7]=[C:6]([NH:10][CH3:11])[CH:5]=1.[Cl:13][CH2:14][C:15](Cl)=[O:16], predict the reaction product. The product is: [CH3:1][O:2][C:3](=[O:12])[C:4]1[CH:9]=[CH:8][CH:7]=[C:6]([N:10]([C:15](=[O:16])[CH2:14][Cl:13])[CH3:11])[CH:5]=1. (2) Given the reactants Br[C:2]1[C:3]([CH3:28])=[C:4]([C:15]([NH:18][S:19]([C:22]2[CH:27]=[CH:26][CH:25]=[CH:24][N:23]=2)(=[O:21])=[O:20])=[CH:16][CH:17]=1)[C:5]([O:7][CH2:8][C:9]1[CH:14]=[CH:13][CH:12]=[CH:11][CH:10]=1)=[O:6].[CH:29](B(OCCCC)OCCCC)=[CH2:30].[F-].[Cs+], predict the reaction product. The product is: [CH3:28][C:3]1[C:2]([CH:29]=[CH2:30])=[CH:17][CH:16]=[C:15]([NH:18][S:19]([C:22]2[CH:27]=[CH:26][CH:25]=[CH:24][N:23]=2)(=[O:21])=[O:20])[C:4]=1[C:5]([O:7][CH2:8][C:9]1[CH:14]=[CH:13][CH:12]=[CH:11][CH:10]=1)=[O:6]. (3) Given the reactants C1C=CC(P(C2C=CC3C(=CC=CC=3)C=2C2C3C(=CC=CC=3)C=CC=2P(C2C=CC=CC=2)C2C=CC=CC=2)C2C=CC=CC=2)=CC=1.[Cl:47][C:48]1[CH:53]=[CH:52][C:51](B(O)O)=[CH:50][C:49]=1[F:57].CO.[CH2:60]([N:67]1[CH2:71][CH:70]=[C:69]([C:72](=[O:74])[CH3:73])[CH2:68]1)[C:61]1[CH:66]=[CH:65][CH:64]=[CH:63][CH:62]=1, predict the reaction product. The product is: [CH2:60]([N:67]1[CH2:71][C@H:70]([C:51]2[CH:52]=[CH:53][C:48]([Cl:47])=[C:49]([F:57])[CH:50]=2)[C@@H:69]([C:72](=[O:74])[CH3:73])[CH2:68]1)[C:61]1[CH:66]=[CH:65][CH:64]=[CH:63][CH:62]=1. (4) Given the reactants [C:1]([NH:4][CH:5]([C:11]([O:13][CH2:14][CH3:15])=[O:12])[C:6](OCC)=O)(=[O:3])[CH3:2].BrC[C:18]1[CH:27]=[CH:26][C:25]2[C:20](=[CH:21][CH:22]=[C:23]([C:28]3[C:33]([Cl:34])=[CH:32][CH:31]=[CH:30][C:29]=3[Cl:35])[CH:24]=2)[CH:19]=1.O, predict the reaction product. The product is: [C:1]([NH:4][CH:5]([CH2:6][C:18]1[CH:27]=[CH:26][C:25]2[C:20](=[CH:21][CH:22]=[C:23]([C:28]3[C:29]([Cl:35])=[CH:30][CH:31]=[CH:32][C:33]=3[Cl:34])[CH:24]=2)[CH:19]=1)[C:11]([O:13][CH2:14][CH3:15])=[O:12])(=[O:3])[CH3:2]. (5) Given the reactants [NH2:1][C:2]1[S:3][CH:4]=[C:5]([C:7]([O:9][CH2:10][CH3:11])=[O:8])[N:6]=1.[N:12]([C:15]1[CH:20]=[CH:19][CH:18]=[CH:17][C:16]=1[O:21][C:22]([F:25])([F:24])[F:23])=[C:13]=[O:14], predict the reaction product. The product is: [F:23][C:22]([F:24])([F:25])[O:21][C:16]1[CH:17]=[CH:18][CH:19]=[CH:20][C:15]=1[NH:12][C:13](=[O:14])[NH:1][C:2]1[S:3][CH:4]=[C:5]([C:7]([O:9][CH2:10][CH3:11])=[O:8])[N:6]=1. (6) Given the reactants [C:1]([O:5][C:6]([N:8]1[CH2:13][CH2:12][CH:11]([C:14]([OH:16])=O)[CH2:10][CH2:9]1)=[O:7])([CH3:4])([CH3:3])[CH3:2].CN(C=O)C.C1C=CC2N(O)N=NC=2C=1.[NH2:32][CH2:33][CH2:34][N:35]1[CH2:40][CH2:39][O:38][CH2:37][CH2:36]1.CCN(C(C)C)C(C)C, predict the reaction product. The product is: [O:38]1[CH2:39][CH2:40][N:35]([CH2:34][CH2:33][NH:32][C:14]([CH:11]2[CH2:10][CH2:9][N:8]([C:6]([O:5][C:1]([CH3:2])([CH3:3])[CH3:4])=[O:7])[CH2:13][CH2:12]2)=[O:16])[CH2:36][CH2:37]1. (7) The product is: [N+:20]([C:23]1[CH:30]=[CH:29][C:26]([CH2:27][O:17][C:16]([C@@H:11]2[CH2:12][S:13][CH2:14][CH2:15][N:10]2[S:7]([C:4]2[CH:3]=[CH:2][C:1]([CH3:19])=[CH:6][CH:5]=2)(=[O:9])=[O:8])=[O:18])=[CH:25][CH:24]=1)([O-:22])=[O:21]. Given the reactants [C:1]1([CH3:19])[CH:6]=[CH:5][C:4]([S:7]([N:10]2[CH2:15][CH2:14][S:13][CH2:12][C@H:11]2[C:16]([OH:18])=[O:17])(=[O:9])=[O:8])=[CH:3][CH:2]=1.[N+:20]([C:23]1[CH:30]=[CH:29][C:26]([CH2:27]O)=[CH:25][CH:24]=1)([O-:22])=[O:21].C1CCC(N=C=NC2CCCCC2)CC1, predict the reaction product. (8) Given the reactants Br[C:2]([F:9])([F:8])[C:3]([O:5][CH2:6][CH3:7])=[O:4].[N+:10]([C:13]1[CH:20]=[CH:19][CH:18]=[CH:17][C:14]=1[CH:15]=[O:16])([O-:12])=[O:11], predict the reaction product. The product is: [CH2:6]([O:5][C:3](=[O:4])[C:2]([F:9])([F:8])[CH:15]([C:14]1[CH:17]=[CH:18][CH:19]=[CH:20][C:13]=1[N+:10]([O-:12])=[O:11])[OH:16])[CH3:7].